From a dataset of Peptide-MHC class II binding affinity with 134,281 pairs from IEDB. Regression. Given a peptide amino acid sequence and an MHC pseudo amino acid sequence, predict their binding affinity value. This is MHC class II binding data. (1) The peptide sequence is SSNPTILSEGNSFTA. The MHC is HLA-DQA10501-DQB10201 with pseudo-sequence HLA-DQA10501-DQB10201. The binding affinity (normalized) is 0.105. (2) The peptide sequence is NRVWNSFQIEEFGTGE. The MHC is HLA-DQA10201-DQB10301 with pseudo-sequence HLA-DQA10201-DQB10301. The binding affinity (normalized) is 0.514. (3) The peptide sequence is EEQYNSTYRVVSVLTVLHQDW. The MHC is DRB1_0101 with pseudo-sequence DRB1_0101. The binding affinity (normalized) is 0.337. (4) The peptide sequence is EKKYFAATQFEFLAA. The MHC is HLA-DQA10401-DQB10402 with pseudo-sequence HLA-DQA10401-DQB10402. The binding affinity (normalized) is 0.519. (5) The peptide sequence is SQPATGAATVAAGAA. The MHC is DRB3_0101 with pseudo-sequence DRB3_0101. The binding affinity (normalized) is 0. (6) The peptide sequence is FHPPHIEIQMLKNG. The MHC is H-2-IEd with pseudo-sequence H-2-IEd. The binding affinity (normalized) is 0. (7) The peptide sequence is LKIIAVFDSKLIS. The MHC is DRB1_0401 with pseudo-sequence DRB1_0401. The binding affinity (normalized) is 0.257. (8) The peptide sequence is YDKFLASVSTVLTGK. The MHC is DRB1_1302 with pseudo-sequence DRB1_1302. The binding affinity (normalized) is 0.563. (9) The peptide sequence is STVLGFAALAAAAAF. The MHC is DRB1_1101 with pseudo-sequence DRB1_1101. The binding affinity (normalized) is 0.526. (10) The peptide sequence is YFQCFKSILLIMNAN. The MHC is DRB4_0101 with pseudo-sequence DRB4_0103. The binding affinity (normalized) is 0.272.